This data is from Forward reaction prediction with 1.9M reactions from USPTO patents (1976-2016). The task is: Predict the product of the given reaction. (1) Given the reactants [C:12]([O:11][C:9](O[C:9]([O:11][C:12]([CH3:15])([CH3:14])[CH3:13])=[O:10])=[O:10])([CH3:15])([CH3:14])[CH3:13].C(N(CC)CC)C.[NH2:23][CH2:24][C:25]1[CH:26]=[CH:27][C:28]([Br:31])=[N:29][CH:30]=1, predict the reaction product. The product is: [Br:31][C:28]1[CH:27]=[CH:26][C:25]([CH2:24][NH:23][C:9]([O:11][C:12]([CH3:13])([CH3:14])[CH3:15])=[O:10])=[CH:30][N:29]=1. (2) The product is: [NH2:20][C:12]1[CH:13]=[C:14]([C:15]2[O:17][C:3]3[CH:4]=[CH:5][CH:6]=[CH:7][C:2]=3[N:1]=2)[CH:18]=[CH:19][C:11]=1[O:10][CH3:9]. Given the reactants [NH2:1][C:2]1[CH:7]=[CH:6][CH:5]=[CH:4][C:3]=1O.[CH3:9][O:10][C:11]1[CH:19]=[CH:18][C:14]([C:15]([OH:17])=O)=[CH:13][C:12]=1[NH2:20], predict the reaction product.